This data is from Forward reaction prediction with 1.9M reactions from USPTO patents (1976-2016). The task is: Predict the product of the given reaction. Given the reactants C(Cl)Cl.[CH3:4][O:5][C:6]1[CH:11]=[CH:10][C:9]([O:12][CH3:13])=[CH:8][CH:7]=1.[Cl:14][S:15](O)(=[O:17])=[O:16].P(Cl)(Cl)(Cl)=O, predict the reaction product. The product is: [CH3:4][O:5][C:6]1[CH:11]=[CH:10][C:9]([O:12][CH3:13])=[CH:8][C:7]=1[S:15]([Cl:14])(=[O:17])=[O:16].